This data is from Forward reaction prediction with 1.9M reactions from USPTO patents (1976-2016). The task is: Predict the product of the given reaction. Given the reactants [Cl:1][C:2]1[CH:7]=[CH:6][CH:5]=[CH:4][C:3]=1[N:8]1[C:17]([C:18]2[CH:23]=[CH:22][C:21]([C:24]([F:27])([F:26])[F:25])=[CH:20][CH:19]=2)=[C:11]2[N:12]=[CH:13][N:14]=[C:15]([OH:16])[C:10]2=[N:9]1.C([O-])([O-])=O.[Cs+].[Cs+].CS(C)=O.FC(F)(F)S(O[CH2:44][C:45]([F:48])([F:47])[F:46])(=O)=O, predict the reaction product. The product is: [Cl:1][C:2]1[CH:7]=[CH:6][CH:5]=[CH:4][C:3]=1[N:8]1[C:17]([C:18]2[CH:23]=[CH:22][C:21]([C:24]([F:27])([F:25])[F:26])=[CH:20][CH:19]=2)=[C:11]2[N:12]=[CH:13][N:14]([CH2:44][C:45]([F:48])([F:47])[F:46])[C:15](=[O:16])[C:10]2=[N:9]1.